Dataset: Full USPTO retrosynthesis dataset with 1.9M reactions from patents (1976-2016). Task: Predict the reactants needed to synthesize the given product. Given the product [CH3:1][O:2][C:3]1[CH:10]=[C:9]([N+:11]([O-:13])=[O:12])[CH:8]=[CH:7][C:4]=1[C:5]1[O:6][CH:26]=[N:25][CH:24]=1, predict the reactants needed to synthesize it. The reactants are: [CH3:1][O:2][C:3]1[CH:10]=[C:9]([N+:11]([O-:13])=[O:12])[CH:8]=[CH:7][C:4]=1[CH:5]=[O:6].CC1C=CC(S([CH2:24][N+:25]#[C-:26])(=O)=O)=CC=1.C(=O)([O-])[O-].[K+].[K+].C([O-])(O)=O.[Na+].